From a dataset of Catalyst prediction with 721,799 reactions and 888 catalyst types from USPTO. Predict which catalyst facilitates the given reaction. (1) Reactant: [N:1]1[C:6]2[NH:7][CH:8]=[CH:9][C:5]=2[C:4]([C:10]2[CH:11]=[C:12]([CH:15]=[O:16])[O:13][CH:14]=2)=[N:3][CH:2]=1.P([O-])(O)(O)=[O:18].[Na+].Cl([O-])=O.[Na+]. Product: [N:1]1[C:6]2[NH:7][CH:8]=[CH:9][C:5]=2[C:4]([C:10]2[CH:11]=[C:12]([C:15]([OH:18])=[O:16])[O:13][CH:14]=2)=[N:3][CH:2]=1. The catalyst class is: 58. (2) Reactant: [N:1]([O-])=O.[Na+].[NH:5]([C:7]1[C:16]2[N:17]=[CH:18][N:19]([CH2:20][CH:21]([CH3:23])[CH3:22])[C:15]=2[C:14]2[CH:13]=[CH:12][CH:11]=[CH:10][C:9]=2[N:8]=1)[NH2:6]. Product: [CH3:22][CH:21]([CH3:23])[CH2:20][N:19]1[C:15]2[C:14]3[C:9](=[CH:10][CH:11]=[CH:12][CH:13]=3)[N:8]3[N:1]=[N:6][N:5]=[C:7]3[C:16]=2[N:17]=[CH:18]1. The catalyst class is: 211. (3) Reactant: [Si]([O:8][CH2:9][C@@H:10]([N:15]1[C:24]2[C:19](=[CH:20][C:21]([NH:26][CH2:27][C:28]3[CH:33]=[CH:32][C:31]([F:34])=[CH:30][CH:29]=3)=[C:22]([F:25])[CH:23]=2)[C:18](=[O:35])[C:17]([C:36]([O:38]CC)=[O:37])=[CH:16]1)[C:11]([CH3:14])([CH3:13])[CH3:12])(C(C)(C)C)(C)C.O(C)[Na].O. Product: [F:25][C:22]1[CH:23]=[C:24]2[C:19]([C:18](=[O:35])[C:17]([C:36]([OH:38])=[O:37])=[CH:16][N:15]2[C@@H:10]([C:11]([CH3:14])([CH3:13])[CH3:12])[CH2:9][OH:8])=[CH:20][C:21]=1[NH:26][CH2:27][C:28]1[CH:29]=[CH:30][C:31]([F:34])=[CH:32][CH:33]=1. The catalyst class is: 5.